From a dataset of Reaction yield outcomes from USPTO patents with 853,638 reactions. Predict the reaction yield, written as a fraction of the theoretical maximum amount of product (1.0 means a 100% yield; for example, 0.34 means a 34% yield). (1) The reactants are [N+:1]([C:4]1[CH:10]=[C:9]([O:11][C:12]([F:15])([F:14])[F:13])[CH:8]=[CH:7][C:5]=1N)([O-])=O.[C:16]([CH2:18]C(OCC1C=CC=CC=1)=O)#N.C([O-])([O-])=O.[K+].[K+]. The catalyst is C(#N)C.CN(C=O)C. The product is [F:13][C:12]([F:15])([F:14])[O:11][C:9]1[CH:10]=[C:4]2[C:5]([CH:16]=[CH:18][NH:1]2)=[CH:7][CH:8]=1. The yield is 0.630. (2) The reactants are F.F.F.C(N(CC)CC)C.C(N(CC)CC)C.[Si]([O:35][CH2:36][C@H:37]1[O:41][C@@H:40]([N:42]2[CH:49]=[C:48]([CH3:50])[C:46](=[O:47])[NH:45][C:43]2=[O:44])[C@H:39]([O:51][CH2:52][CH2:53][O:54][N:55]([CH3:57])[CH3:56])[C@@H:38]1[OH:58])(C(C)(C)C)(C1C=CC=CC=1)C1C=CC=CC=1.CO. The catalyst is C1COCC1.C(Cl)Cl. The product is [CH3:56][N:55]([CH3:57])[O:54][CH2:53][CH2:52][O:51][C@@H:39]1[C@H:38]([OH:58])[C@@H:37]([CH2:36][OH:35])[O:41][C@H:40]1[N:42]1[CH:49]=[C:48]([CH3:50])[C:46](=[O:47])[NH:45][C:43]1=[O:44]. The yield is 0.925. (3) The product is [F:13][C:14]1[CH:15]=[C:16]([NH:17][C:2]2[N:7]=[C:6]([C:8]#[N:9])[C:5]([N+:10]([O-:12])=[O:11])=[CH:4][CH:3]=2)[CH:18]=[C:19]([F:21])[CH:20]=1. The yield is 0.330. The catalyst is C1(C)C=CC=CC=1. The reactants are Cl[C:2]1[N:7]=[C:6]([C:8]#[N:9])[C:5]([N+:10]([O-:12])=[O:11])=[CH:4][CH:3]=1.[F:13][C:14]1[CH:15]=[C:16]([CH:18]=[C:19]([F:21])[CH:20]=1)[NH2:17].C(OCC)(=O)C. (4) The reactants are [NH2:1][C:2]1[C:3]([F:28])=[C:4]([C:10]([C:12]2[CH:13]=[C:14]3[C:19](=[CH:20][CH:21]=2)[N:18]=[CH:17][C:16]([N:22]2[CH2:27][CH2:26][O:25][CH2:24][CH2:23]2)=[N:15]3)=[O:11])[C:5]([F:9])=[C:6]([F:8])[CH:7]=1.CCN(C(C)C)C(C)C.[F:38][C:39]([F:50])([F:49])[C:40]1[CH:41]=[C:42]([CH:46]=[CH:47][CH:48]=1)[C:43](Cl)=[O:44]. The catalyst is C(Cl)Cl. The product is [F:28][C:3]1[C:4]([C:10]([C:12]2[CH:13]=[C:14]3[C:19](=[CH:20][CH:21]=2)[N:18]=[CH:17][C:16]([N:22]2[CH2:27][CH2:26][O:25][CH2:24][CH2:23]2)=[N:15]3)=[O:11])=[C:5]([F:9])[C:6]([F:8])=[CH:7][C:2]=1[NH:1][C:43](=[O:44])[C:42]1[CH:46]=[CH:47][CH:48]=[C:40]([C:39]([F:38])([F:49])[F:50])[CH:41]=1. The yield is 0.780. (5) The reactants are [I:1][C:2]1[CH:10]=[CH:9][C:5]([C:6]([OH:8])=[O:7])=[C:4]([Br:11])[CH:3]=1.OS(O)(=O)=O.[CH3:17][CH2:18]O. No catalyst specified. The product is [Br:11][C:4]1[CH:3]=[C:2]([I:1])[CH:10]=[CH:9][C:5]=1[C:6]([O:8][CH2:17][CH3:18])=[O:7]. The yield is 0.920. (6) The reactants are [Cl:1][C:2]1[CH:10]=[C:6]([C:7]([OH:9])=O)[C:5]([OH:11])=[CH:4][CH:3]=1.[NH2:12][C:13]1[S:14][CH:15]=[C:16]([C:18]2[CH:23]=[CH:22][C:21]([C:24]([F:27])([F:26])[F:25])=[CH:20][CH:19]=2)[N:17]=1. No catalyst specified. The product is [Cl:1][C:2]1[CH:3]=[CH:4][C:5]([OH:11])=[C:6]([CH:10]=1)[C:7]([NH:12][C:13]1[S:14][CH:15]=[C:16]([C:18]2[CH:19]=[CH:20][C:21]([C:24]([F:27])([F:25])[F:26])=[CH:22][CH:23]=2)[N:17]=1)=[O:9]. The yield is 0.160. (7) The reactants are Cl[C:2]1[N:3]=[C:4]([N:22]2[CH2:27][CH2:26][NH:25][CH2:24][CH:23]2[C:28](=[O:37])[NH:29][C:30]2[CH:35]=[CH:34][CH:33]=[C:32]([CH3:36])[CH:31]=2)[C:5]2[N:11]=[C:10]([C:12]3[CH:17]=[CH:16][C:15]([O:18][CH3:19])=[C:14]([O:20][CH3:21])[CH:13]=3)[CH:9]=[CH:8][C:6]=2[N:7]=1.C([O-])([O-])=O.[K+].[K+].[Cl:44][C:45]1[CH:46]=[C:47]([CH:49]=[CH:50][C:51]=1[F:52])[NH2:48]. The catalyst is C1C=CC([P]([Pd]([P](C2C=CC=CC=2)(C2C=CC=CC=2)C2C=CC=CC=2)([P](C2C=CC=CC=2)(C2C=CC=CC=2)C2C=CC=CC=2)[P](C2C=CC=CC=2)(C2C=CC=CC=2)C2C=CC=CC=2)(C2C=CC=CC=2)C2C=CC=CC=2)=CC=1.O1CCOCC1.CC(O)(C)C. The product is [Cl:44][C:45]1[CH:46]=[C:47]([CH:49]=[CH:50][C:51]=1[F:52])[NH:48][C:2]1[N:3]=[C:4]([N:22]2[CH2:27][CH2:26][NH:25][CH2:24][CH:23]2[C:28](=[O:37])[NH:29][C:30]2[CH:35]=[CH:34][CH:33]=[C:32]([CH3:36])[CH:31]=2)[C:5]2[N:11]=[C:10]([C:12]3[CH:17]=[CH:16][C:15]([O:18][CH3:19])=[C:14]([O:20][CH3:21])[CH:13]=3)[CH:9]=[CH:8][C:6]=2[N:7]=1. The yield is 0.470. (8) The reactants are [OH-].[Na+].C([O:5][C:6](=[O:28])[CH2:7][C:8]1[C:9](=[O:27])[O:10][C:11]2[C:16]([C:17]=1[C:18]1[CH:23]=[CH:22][CH:21]=[C:20]([Br:24])[CH:19]=1)=[CH:15][C:14]([CH3:25])=[C:13]([Cl:26])[CH:12]=2)C.Cl. The catalyst is C(O)C. The product is [Br:24][C:20]1[CH:19]=[C:18]([C:17]2[C:16]3[C:11](=[CH:12][C:13]([Cl:26])=[C:14]([CH3:25])[CH:15]=3)[O:10][C:9](=[O:27])[C:8]=2[CH2:7][C:6]([OH:28])=[O:5])[CH:23]=[CH:22][CH:21]=1. The yield is 0.964. (9) The reactants are Cl[C:2]1[C:11]2[C:6](=[CH:7][CH:8]=[C:9]([Cl:12])[N:10]=2)[N:5]=[CH:4][C:3]=1[C:13](=[O:15])[CH3:14].[NH2:16][C:17]1[CH:18]=[CH:19][C:20]([N:23]2[CH2:28][CH2:27][CH2:26][C@H:25]([NH:29][C:30](=[O:36])[O:31][C:32]([CH3:35])([CH3:34])[CH3:33])[CH2:24]2)=[N:21][CH:22]=1. No catalyst specified. The product is [C:13]([C:3]1[CH:4]=[N:5][C:6]2[C:11]([C:2]=1[NH:16][C:17]1[CH:18]=[CH:19][C:20]([N:23]3[CH2:28][CH2:27][CH2:26][C@H:25]([NH:29][C:30](=[O:36])[O:31][C:32]([CH3:34])([CH3:33])[CH3:35])[CH2:24]3)=[N:21][CH:22]=1)=[N:10][C:9]([Cl:12])=[CH:8][CH:7]=2)(=[O:15])[CH3:14]. The yield is 0.650. (10) The reactants are [CH:1]1([CH2:4][CH2:5][N:6]2[C:11]([OH:12])=[C:10]([C:13]([NH:15][CH2:16][C:17]([OH:19])=[O:18])=[O:14])[C:9](=[O:20])[N:8]([C:21]3[CH:26]=[CH:25][CH:24]=[C:23]([N+:27]([O-:29])=[O:28])[CH:22]=3)[C:7]2=[O:30])[CH2:3][CH2:2]1.C1(CCN2C(=O)CC(=O)N(C3C=CC=C([N+]([O-])=O)C=3)C2=O)CC1.C(N(C(C)C)CC)(C)C.N(CC(OCC)=O)=C=O. The catalyst is ClCCl. The product is [CH:1]1([CH2:4][CH2:5][N:6]2[C:11](=[O:12])[C:10]([C:13]([NH:15][CH2:16][C:17]([OH:19])=[O:18])=[O:14])=[C:9]([OH:20])[N:8]([C:21]3[CH:26]=[CH:25][CH:24]=[C:23]([N+:27]([O-:29])=[O:28])[CH:22]=3)[C:7]2=[O:30])[CH2:3][CH2:2]1. The yield is 0.370.